Dataset: Full USPTO retrosynthesis dataset with 1.9M reactions from patents (1976-2016). Task: Predict the reactants needed to synthesize the given product. (1) Given the product [CH3:13][N:8]([CH:9]1[CH2:12][N:11]([C:16]2[CH:21]=[CH:20][N:19]=[C:18]([CH3:22])[CH:17]=2)[CH2:10]1)[C:1](=[O:2])[O:3][C:4]([CH3:7])([CH3:6])[CH3:5], predict the reactants needed to synthesize it. The reactants are: [C:1]([N:8]([CH3:13])[CH:9]1[CH2:12][NH:11][CH2:10]1)([O:3][C:4]([CH3:7])([CH3:6])[CH3:5])=[O:2].Cl.Cl[C:16]1[CH:21]=[CH:20][N:19]=[C:18]([CH3:22])[CH:17]=1. (2) The reactants are: [F:1][C@@H:2]1[CH2:6][CH2:5][C@H:4]([N:7]2[CH2:12][CH2:11][N:10](C(OCC3C=CC=CC=3)=O)[CH2:9][C:8]2=[O:23])[CH2:3]1.[ClH:24]. Given the product [Cl-:24].[F:1][C@@H:2]1[CH2:6][CH2:5][C@H:4]([N:7]2[CH2:12][CH2:11][NH2+:10][CH2:9][C:8]2=[O:23])[CH2:3]1, predict the reactants needed to synthesize it. (3) The reactants are: [NH2:1][C@@:2]1([CH2:9][C:10]#[C:11][C:12]2[N:17]=[C:16]([CH3:18])[CH:15]=[C:14]([C:19]3[CH:24]=[CH:23][C:22]([C:25]([F:28])([F:27])[F:26])=[CH:21][CH:20]=3)[N:13]=2)[CH2:6][CH2:5][N:4]([CH3:7])[C:3]1=[O:8]. Given the product [CH3:7][N:4]1[CH2:5][CH2:6][C@:2]2([N:1]=[C:11]([C:12]3[N:17]=[C:16]([CH3:18])[CH:15]=[C:14]([C:19]4[CH:20]=[CH:21][C:22]([C:25]([F:28])([F:27])[F:26])=[CH:23][CH:24]=4)[N:13]=3)[CH2:10][CH2:9]2)[C:3]1=[O:8], predict the reactants needed to synthesize it. (4) Given the product [C:10]([NH:13][C:14]1[CH:21]=[CH:20][C:17]([CH:18]=[N:1][NH:2][C:3]([NH2:5])=[S:4])=[CH:16][C:15]=1[Cl:22])(=[O:12])[CH3:11], predict the reactants needed to synthesize it. The reactants are: [NH2:1][NH:2][C:3]([NH2:5])=[S:4].C(O)(=O)C.[C:10]([NH:13][C:14]1[CH:21]=[CH:20][C:17]([CH:18]=O)=[CH:16][C:15]=1[Cl:22])(=[O:12])[CH3:11]. (5) The reactants are: C([O:5][C:6](=[O:20])[C:7]1[CH:12]=[C:11]([O:13][CH3:14])[N:10]=[C:9]([N:15]([CH2:17][CH:18]=[CH2:19])[CH3:16])[CH:8]=1)(C)(C)C.[ClH:21]. Given the product [ClH:21].[CH2:17]([N:15]([CH3:16])[C:9]1[CH:8]=[C:7]([CH:12]=[C:11]([O:13][CH3:14])[N:10]=1)[C:6]([OH:20])=[O:5])[CH:18]=[CH2:19], predict the reactants needed to synthesize it. (6) Given the product [CH3:1][C:2]1[CH:3]=[CH:4][C:5]([CH2:6][N:7]2[C:12](=[N:13][C:14]3[CH:19]=[CH:18][C:17]([O:20][CH:21]([CH3:22])[CH3:23])=[C:16]([CH2:24][CH3:25])[CH:15]=3)[NH:11][C:10](=[O:26])[N:9]([CH2:27][C@@H:28]([C:30]([O:32][CH3:33])=[O:31])[CH3:29])[C:8]2=[O:34])=[CH:35][CH:36]=1, predict the reactants needed to synthesize it. The reactants are: [CH3:1][C:2]1[CH:36]=[CH:35][C:5]([CH2:6][N:7]2[C:12](=[N:13][C:14]3[CH:19]=[CH:18][C:17]([O:20][CH:21]([CH3:23])[CH3:22])=[C:16]([CH:24]=[CH2:25])[CH:15]=3)[NH:11][C:10](=[O:26])[N:9]([CH2:27][C@@H:28]([C:30]([O:32][CH3:33])=[O:31])[CH3:29])[C:8]2=[O:34])=[CH:4][CH:3]=1. (7) The reactants are: [CH:1]([C:3]1[CH:4]=[C:5]([CH:13]=[CH:14][CH:15]=1)[O:6][CH2:7][C:8]([O:10]CC)=[O:9])=O.[OH:16][C:17]1[CH:22]=[CH:21][C:20]([C:23](=[O:25])[CH3:24])=[CH:19][C:18]=1[CH3:26].[OH-].[K+].Cl. Given the product [OH:16][C:17]1[CH:22]=[CH:21][C:20]([C:23](=[O:25])/[CH:24]=[CH:1]/[C:3]2[CH:4]=[C:5]([CH:13]=[CH:14][CH:15]=2)[O:6][CH2:7][C:8]([OH:10])=[O:9])=[CH:19][C:18]=1[CH3:26], predict the reactants needed to synthesize it. (8) Given the product [CH2:13]([NH:20][S:9]([C:6]1[CH:7]=[CH:8][C:3]([CH:1]=[O:2])=[CH:4][CH:5]=1)(=[O:11])=[O:10])[C:14]1[CH:19]=[CH:18][CH:17]=[CH:16][CH:15]=1, predict the reactants needed to synthesize it. The reactants are: [CH:1]([C:3]1[CH:8]=[CH:7][C:6]([S:9](Cl)(=[O:11])=[O:10])=[CH:5][CH:4]=1)=[O:2].[CH2:13]([NH2:20])[C:14]1[CH:19]=[CH:18][CH:17]=[CH:16][CH:15]=1.C(N(CC)CC)C. (9) Given the product [I:27][C:11]1[C:6]([NH:5][C:3](=[O:4])[C:2]([CH3:13])([CH3:12])[CH3:1])=[N:7][CH:8]=[CH:9][CH:10]=1, predict the reactants needed to synthesize it. The reactants are: [CH3:1][C:2]([CH3:13])([CH3:12])[C:3]([NH:5][C:6]1[CH:11]=[CH:10][CH:9]=[CH:8][N:7]=1)=[O:4].CN(C)CCN(C)C.C([Li])CCC.[I:27]I.S([O-])([O-])(=O)=S.[Na+].[Na+].